Predict the product of the given reaction. From a dataset of Forward reaction prediction with 1.9M reactions from USPTO patents (1976-2016). (1) Given the reactants [OH:1][CH2:2][CH:3]([NH:9]C(=O)OCC1C=CC=CC=1)[CH2:4][C:5]1([CH3:8])[CH2:7][CH2:6]1.Cl, predict the reaction product. The product is: [NH2:9][CH:3]([CH2:4][C:5]1([CH3:8])[CH2:7][CH2:6]1)[CH2:2][OH:1]. (2) Given the reactants CN1CCN(C2C=CC(NC3C4N(N=CN=4)C(C4C=C(C(N)=O)SC=4)=CN=3)=CC=2)CC1.Br[C:33]1[N:38]2[N:39]=[CH:40][N:41]=[C:37]2[C:36]([NH:42][C:43]2[CH:44]=[N:45][C:46]([N:49]3[CH2:54][CH2:53][N:52]([CH:55]([CH3:57])[CH3:56])[CH2:51][CH2:50]3)=[CH:47][CH:48]=2)=[N:35][CH:34]=1.CC1(C)C(C)(C)OB([C:66]2[CH:67]=[C:68]3[C:72](=[CH:73][CH:74]=2)[C:71](=[O:75])[NH:70][CH2:69]3)O1, predict the reaction product. The product is: [CH:55]([N:52]1[CH2:53][CH2:54][N:49]([C:46]2[N:45]=[CH:44][C:43]([NH:42][C:36]3[C:37]4[N:38]([N:39]=[CH:40][N:41]=4)[C:33]([C:66]4[CH:67]=[C:68]5[C:72](=[CH:73][CH:74]=4)[C:71](=[O:75])[NH:70][CH2:69]5)=[CH:34][N:35]=3)=[CH:48][CH:47]=2)[CH2:50][CH2:51]1)([CH3:57])[CH3:56]. (3) Given the reactants [C:1]1([S:7]([NH2:10])(=[O:9])=[O:8])[CH:6]=[CH:5][CH:4]=[CH:3][CH:2]=1.[OH-].[Na+].[CH3:13][C:14]1[O:18][C:17]([CH2:19][CH2:20]O)=[CH:16][CH:15]=1.CC1C=CC(S([O-])(=O)=O)=CC=1, predict the reaction product. The product is: [CH3:13][C:14]1[O:18][C:17]([CH2:19][CH2:20][NH:10][S:7]([C:1]2[CH:6]=[CH:5][CH:4]=[CH:3][CH:2]=2)(=[O:9])=[O:8])=[CH:16][CH:15]=1.